Dataset: Reaction yield outcomes from USPTO patents with 853,638 reactions. Task: Predict the reaction yield, written as a fraction of the theoretical maximum amount of product (1.0 means a 100% yield; for example, 0.34 means a 34% yield). (1) The reactants are [C:1]([O:5][C:6]([N:8]1[CH2:12][C@@H:11]([NH:13][C:14]([O:16][C:17]([CH3:20])([CH3:19])[CH3:18])=[O:15])[CH2:10][C@@H:9]1[CH2:21][C:22]#[CH:23])=[O:7])([CH3:4])([CH3:3])[CH3:2].[CH2:24]([O:26][C:27]([C:29]1[C:38](=[O:39])[C:37]2[C:32](=[C:33](OS(C(F)(F)F)(=O)=O)[C:34]([F:41])=[C:35]([F:40])[CH:36]=2)[N:31]([CH:50]2[CH2:52][CH2:51]2)[CH:30]=1)=[O:28])[CH3:25].C1(P(C2C=CC=CC=2)C2C=CC=CC=2)C=CC=CC=1.C(N(CC)C(C)C)(C)C. The catalyst is C(O)C.C1C=CC([P]([Pd]([P](C2C=CC=CC=2)(C2C=CC=CC=2)C2C=CC=CC=2)([P](C2C=CC=CC=2)(C2C=CC=CC=2)C2C=CC=CC=2)[P](C2C=CC=CC=2)(C2C=CC=CC=2)C2C=CC=CC=2)(C2C=CC=CC=2)C2C=CC=CC=2)=CC=1.[Cu]I.O1CCCC1. The product is [CH2:24]([O:26][C:27]([C:29]1[C:38](=[O:39])[C:37]2[C:32](=[C:33]([C:23]#[C:22][CH2:21][C@H:9]3[CH2:10][C@H:11]([NH:13][C:14]([O:16][C:17]([CH3:20])([CH3:19])[CH3:18])=[O:15])[CH2:12][N:8]3[C:6]([O:5][C:1]([CH3:4])([CH3:3])[CH3:2])=[O:7])[C:34]([F:41])=[C:35]([F:40])[CH:36]=2)[N:31]([CH:50]2[CH2:51][CH2:52]2)[CH:30]=1)=[O:28])[CH3:25]. The yield is 0.960. (2) The reactants are [CH:1]([C:3]1[S:7][C:6]([NH:8][C:9](=[O:11])[CH3:10])=[N:5][CH:4]=1)=O.[F:12][C:13]1([C:19]2[CH:24]=[CH:23][CH:22]=[CH:21][CH:20]=2)[CH2:18][CH2:17][NH:16][CH2:15][CH2:14]1. No catalyst specified. The product is [F:12][C:13]1([C:19]2[CH:24]=[CH:23][CH:22]=[CH:21][CH:20]=2)[CH2:18][CH2:17][N:16]([CH2:1][C:3]2[S:7][C:6]([NH:8][C:9](=[O:11])[CH3:10])=[N:5][CH:4]=2)[CH2:15][CH2:14]1. The yield is 0.250. (3) The reactants are CC1C=CC(S(O[CH2:12][C@@H:13]2[O:19][C:18]3[C:20]([C:25]4[C:30]([Cl:31])=[CH:29][CH:28]=[CH:27][C:26]=4[Cl:32])=[CH:21][C:22]([F:24])=[CH:23][C:17]=3[CH2:16][CH2:15][CH2:14]2)(=O)=O)=CC=1.[N-:33]=[N+:34]=[N-:35].[Na+].C(OCC)(=O)C. The catalyst is CN(C=O)C. The product is [N:33]([CH2:12][C@@H:13]1[O:19][C:18]2[C:20]([C:25]3[C:30]([Cl:31])=[CH:29][CH:28]=[CH:27][C:26]=3[Cl:32])=[CH:21][C:22]([F:24])=[CH:23][C:17]=2[CH2:16][CH2:15][CH2:14]1)=[N+:34]=[N-:35]. The yield is 0.830. (4) The reactants are [Br:1][C:2]1[CH:3]=[N:4][CH:5]=[C:6](Br)[CH:7]=1.C([O-])([O-])=O.[K+].[K+].[CH3:15][N:16](Cl)[CH3:17]. The catalyst is CN(C=O)C. The product is [Br:1][C:2]1[CH:7]=[C:6]([N:16]([CH3:17])[CH3:15])[CH:5]=[N:4][CH:3]=1. The yield is 0.880. (5) The reactants are [OH-].[Na+].C[O:4][C:5](=[O:41])[CH2:6][C:7]1[CH:12]=[CH:11][C:10]([C:13]2[CH:18]=[CH:17][C:16]([C:19]([CH2:38][CH3:39])([C:22]3[CH:27]=[CH:26][C:25](/[CH:28]=[CH:29]/[C:30]4([OH:36])[CH2:35][CH2:34][O:33][CH2:32][CH2:31]4)=[C:24]([CH3:37])[CH:23]=3)[CH2:20][CH3:21])=[CH:15][C:14]=2[CH3:40])=[CH:9][CH:8]=1. The catalyst is CO.O1CCCC1. The product is [CH2:20]([C:19]([C:16]1[CH:17]=[CH:18][C:13]([C:10]2[CH:11]=[CH:12][C:7]([CH2:6][C:5]([OH:41])=[O:4])=[CH:8][CH:9]=2)=[C:14]([CH3:40])[CH:15]=1)([C:22]1[CH:27]=[CH:26][C:25](/[CH:28]=[CH:29]/[C:30]2([OH:36])[CH2:31][CH2:32][O:33][CH2:34][CH2:35]2)=[C:24]([CH3:37])[CH:23]=1)[CH2:38][CH3:39])[CH3:21]. The yield is 0.920.